From a dataset of Peptide-MHC class I binding affinity with 185,985 pairs from IEDB/IMGT. Regression. Given a peptide amino acid sequence and an MHC pseudo amino acid sequence, predict their binding affinity value. This is MHC class I binding data. (1) The peptide sequence is IYQEPFKNLK. The MHC is HLA-A23:01 with pseudo-sequence HLA-A23:01. The binding affinity (normalized) is 0.0250. (2) The binding affinity (normalized) is 0.0847. The peptide sequence is SHGIDVTDL. The MHC is HLA-B35:01 with pseudo-sequence HLA-B35:01. (3) The MHC is Mamu-A2601 with pseudo-sequence Mamu-A2601. The binding affinity (normalized) is 0. The peptide sequence is YTGDFDSVI. (4) The peptide sequence is SVLLFLAFV. The MHC is HLA-A02:03 with pseudo-sequence HLA-A02:03. The binding affinity (normalized) is 0.476. (5) The peptide sequence is LSEEIGLDL. The MHC is HLA-B15:01 with pseudo-sequence HLA-B15:01. The binding affinity (normalized) is 0.0847. (6) The binding affinity (normalized) is 0.857. The MHC is HLA-A02:01 with pseudo-sequence HLA-A02:01. The peptide sequence is FLPDTRFAV. (7) The peptide sequence is KGAVDLSHFL. The MHC is HLA-A32:01 with pseudo-sequence HLA-A32:01. The binding affinity (normalized) is 0. (8) The peptide sequence is RKCCRAKFKQLLQH. The MHC is HLA-B44:03 with pseudo-sequence HLA-B44:03. The binding affinity (normalized) is 0.0330. (9) The peptide sequence is TVDHMAIIK. The MHC is HLA-A31:01 with pseudo-sequence HLA-A31:01. The binding affinity (normalized) is 0.0847. (10) The peptide sequence is MQYEVTQHA. The MHC is HLA-B83:01 with pseudo-sequence HLA-B83:01. The binding affinity (normalized) is 0.213.